From a dataset of Forward reaction prediction with 1.9M reactions from USPTO patents (1976-2016). Predict the product of the given reaction. The product is: [NH2:1][C:2]1[C:11]2[CH:10]=[CH:9][CH:8]=[C:7]([C:25]3[CH:24]=[N:23][N:22]([CH3:21])[CH:26]=3)[C:6]=2[N:5]=[C:4]2[CH2:13][N:14]([CH:17]3[CH2:20][CH2:19][CH2:18]3)[C:15](=[O:16])[C:3]=12. Given the reactants [NH2:1][C:2]1[C:11]2[CH:10]=[CH:9][CH:8]=[C:7](Br)[C:6]=2[N:5]=[C:4]2[CH2:13][N:14]([CH:17]3[CH2:20][CH2:19][CH2:18]3)[C:15](=[O:16])[C:3]=12.[CH3:21][N:22]1[CH:26]=[C:25](B2OC(C)(C)C(C)(C)O2)[CH:24]=[N:23]1, predict the reaction product.